Dataset: Catalyst prediction with 721,799 reactions and 888 catalyst types from USPTO. Task: Predict which catalyst facilitates the given reaction. (1) The catalyst class is: 467. Reactant: [CH:1]([C:3]1[C:11]2[C:10]([C:12]([O:14][CH3:15])=[O:13])=[CH:9][CH:8]=[N:7][C:6]=2[N:5]([C:16]([O:18][C:19]([CH3:22])([CH3:21])[CH3:20])=[O:17])[CH:4]=1)=O.[NH2:23][CH2:24][CH:25]1[CH2:29][CH2:28][N:27]([C:30]([O:32][C:33]([CH3:36])([CH3:35])[CH3:34])=[O:31])[CH2:26]1.C([BH3-])#N.[Na+]. Product: [C:33]([O:32][C:30]([N:27]1[CH2:28][CH2:29][CH:25]([CH2:24][NH:23][CH2:1][C:3]2[C:11]3[C:10]([C:12]([O:14][CH3:15])=[O:13])=[CH:9][CH:8]=[N:7][C:6]=3[N:5]([C:16]([O:18][C:19]([CH3:22])([CH3:21])[CH3:20])=[O:17])[CH:4]=2)[CH2:26]1)=[O:31])([CH3:36])([CH3:35])[CH3:34]. (2) Product: [F:1][C:2]1[CH:7]=[C:6]([O:8][CH2:22][CH:23]2[CH2:28][CH2:27][O:26][CH2:25][CH2:24]2)[CH:5]=[C:4]([F:9])[C:3]=1[C:10]1[N:15]=[C:14]([C:16]([O:18][CH3:19])=[O:17])[CH:13]=[CH:12][C:11]=1[F:20]. The catalyst class is: 3. Reactant: [F:1][C:2]1[CH:7]=[C:6]([OH:8])[CH:5]=[C:4]([F:9])[C:3]=1[C:10]1[N:15]=[C:14]([C:16]([O:18][CH3:19])=[O:17])[CH:13]=[CH:12][C:11]=1[F:20].Br[CH2:22][CH:23]1[CH2:28][CH2:27][O:26][CH2:25][CH2:24]1.C([O-])([O-])=O.[K+].[K+]. (3) Product: [F:43][C:2]([F:1])([F:42])[C:3]1[CH:4]=[C:5]([CH:39]=[CH:40][CH:41]=1)[C:6]([NH:8][CH2:9][C:10]([NH:12][C@@H:13]1[CH2:17][CH2:16][N:15]([CH:18]2[CH2:22][CH2:21][N:20]([C:23]3[CH:38]=[CH:37][C:26]([C:27]([OH:29])=[O:28])=[CH:25][CH:24]=3)[CH2:19]2)[CH2:14]1)=[O:11])=[O:7]. Reactant: [F:1][C:2]([F:43])([F:42])[C:3]1[CH:4]=[C:5]([CH:39]=[CH:40][CH:41]=1)[C:6]([NH:8][CH2:9][C:10]([NH:12][C@@H:13]1[CH2:17][CH2:16][N:15]([CH:18]2[CH2:22][CH2:21][N:20]([C:23]3[CH:38]=[CH:37][C:26]([C:27]([O:29]CC4C=CC=CC=4)=[O:28])=[CH:25][CH:24]=3)[CH2:19]2)[CH2:14]1)=[O:11])=[O:7].[H][H]. The catalyst class is: 19. (4) Reactant: [CH:1]1([C:4]2[N:9]=[C:8]([C:10]([NH:12][C:13]3[C:18]([C:19]([O:21]C)=[O:20])=[C:17]([CH3:23])[C:16]([CH3:24])=[CH:15][CH:14]=3)=[O:11])[C:7]([NH:25][C:26]3[CH:27]=[N:28][CH:29]=[N:30][CH:31]=3)=[N:6][CH:5]=2)[CH2:3][CH2:2]1.[I-].[Li+]. Product: [CH:1]1([C:4]2[N:9]=[C:8]([C:10]([NH:12][C:13]3[C:18]([C:19]([OH:21])=[O:20])=[C:17]([CH3:23])[C:16]([CH3:24])=[CH:15][CH:14]=3)=[O:11])[C:7]([NH:25][C:26]3[CH:27]=[N:28][CH:29]=[N:30][CH:31]=3)=[N:6][CH:5]=2)[CH2:3][CH2:2]1. The catalyst class is: 17.